Dataset: Full USPTO retrosynthesis dataset with 1.9M reactions from patents (1976-2016). Task: Predict the reactants needed to synthesize the given product. Given the product [NH2:1][C:4]1[CH:14]=[CH:13][C:7]2[CH:8]3[CH2:12][CH:11]([C:6]=2[CH:5]=1)[CH2:10][CH2:9]3, predict the reactants needed to synthesize it. The reactants are: [N+:1]([C:4]1[CH:14]=[CH:13][C:7]2[C:8]3[CH2:12][C:11]([C:6]=2[CH:5]=1)=[CH:10][CH:9]=3)([O-])=O.